This data is from Peptide-MHC class II binding affinity with 134,281 pairs from IEDB. The task is: Regression. Given a peptide amino acid sequence and an MHC pseudo amino acid sequence, predict their binding affinity value. This is MHC class II binding data. (1) The peptide sequence is GGKAYMDVISRRDQR. The MHC is DRB1_0901 with pseudo-sequence DRB1_0901. The binding affinity (normalized) is 0.403. (2) The peptide sequence is AFLLFLVLIMLIIFW. The MHC is DRB1_0101 with pseudo-sequence DRB1_0101. The binding affinity (normalized) is 0.545.